This data is from Forward reaction prediction with 1.9M reactions from USPTO patents (1976-2016). The task is: Predict the product of the given reaction. (1) Given the reactants [C:1]1(=[O:7])[CH2:5][CH2:4][C:3](=[O:6])[CH2:2]1.N1C=CN=C1.[F:13][C:14]([F:23])([F:22])[C:15](N1C=CN=C1)=[O:16], predict the reaction product. The product is: [F:13][C:14]([F:23])([F:22])[C:15]([CH:2]1[C:3](=[O:6])[CH2:4][CH2:5][C:1]1=[O:7])=[O:16]. (2) Given the reactants [N:1]1([S:11]([C:14]2[CH:22]=[CH:21][C:17]([C:18]([OH:20])=O)=[CH:16][CH:15]=2)(=[O:13])=[O:12])[C:10]2[C:5](=[CH:6][CH:7]=[CH:8][CH:9]=2)[CH2:4][CH2:3][CH2:2]1.[F:23][C:24]1[CH:29]=[CH:28][C:27]([C:30]2[CH:34]=[C:33]([NH2:35])[NH:32][N:31]=2)=[CH:26][CH:25]=1, predict the reaction product. The product is: [N:1]1([S:11]([C:14]2[CH:22]=[CH:21][C:17]([C:18]([NH:35][C:33]3[NH:32][N:31]=[C:30]([C:27]4[CH:28]=[CH:29][C:24]([F:23])=[CH:25][CH:26]=4)[CH:34]=3)=[O:20])=[CH:16][CH:15]=2)(=[O:13])=[O:12])[C:10]2[C:5](=[CH:6][CH:7]=[CH:8][CH:9]=2)[CH2:4][CH2:3][CH2:2]1. (3) Given the reactants Cl.[N:2]1([CH2:8][CH2:9][CH2:10][O:11][C:12]2[CH:13]=[C:14]3[CH:20]=[C:19]([C:21]([OH:23])=O)[NH:18][C:15]3=[N:16][CH:17]=2)[CH2:7][CH2:6][CH2:5][CH2:4][CH2:3]1.[NH:24]1[CH2:28][CH2:27][CH2:26][CH2:25]1, predict the reaction product. The product is: [N:2]1([CH2:8][CH2:9][CH2:10][O:11][C:12]2[CH:13]=[C:14]3[CH:20]=[C:19]([C:21]([N:24]4[CH2:28][CH2:27][CH2:26][CH2:25]4)=[O:23])[NH:18][C:15]3=[N:16][CH:17]=2)[CH2:3][CH2:4][CH2:5][CH2:6][CH2:7]1. (4) The product is: [CH3:46][S:47]([O-:50])(=[O:49])=[O:48].[K+:45].[C:1]([O:20][CH2:21][CH2:22][CH2:23][CH3:24])(=[O:19])[CH2:2][CH2:3][CH2:4][CH2:5][CH2:6][CH2:7][CH2:8][CH2:9][CH2:10][CH2:11][CH2:12][CH2:13][CH2:14][CH2:15][CH2:16][CH2:17][CH3:18]. Given the reactants [C:1]([O:20][CH2:21][CH2:22][CH2:23][CH3:24])(=[O:19])[CH2:2][CH2:3][CH2:4][CH2:5][CH2:6][CH2:7][CH2:8][CH2:9][CH2:10][CH2:11][CH2:12][CH2:13][CH2:14][CH2:15][CH2:16][CH2:17][CH3:18].C([O-])(=O)CCCCCCCCCCCCCCCCC.[K+:45].[CH3:46][S:47]([O:50]CCCC)(=[O:49])=[O:48], predict the reaction product.